From a dataset of Drug-target binding data from BindingDB using Ki measurements. Regression. Given a target protein amino acid sequence and a drug SMILES string, predict the binding affinity score between them. We predict pKi (pKi = -log10(Ki in M); higher means stronger inhibition). Dataset: bindingdb_ki. The drug is O=c1[nH]c(=O)n([C@H]2C[C@H](F)[C@@H](CO)O2)cc1F. The target protein (Q99N42) has sequence MAAPGTPPPSASGGGGGEPRQLPELIRLKRDGGHLREADIRNFVHAVIDGRAQDTQIGAMLMAIRLQGMNLEETSVLTRALAESGQQLEWPKAWHQQLVDKHSTGGVGDKVSLVLAPALAACGCKVPMISGRSLGHTGGTLDKLESIPGFGVTQSPEQMLHILEEVGCCIVGQSAKLVPADGILYAARDVTATVDSVPLITASILSKKAVEGLSTLVVDVKFGGAAVFPDQEKARELAKMLVRVGVSLGLKVAAALTAMDNPLGRSVGHTLEVEEALLCLDGAGPPDLRDLVIRLGGAILWISGQAETQDQGAARVAAALDDGSARRRFQLMLSAQGVDPGLAKALCSGSPTQRRQLLPHAREQEELLAPADGIVECVRALPLARVLHDLGAGRSRAGQPIRPGVGAEVLVDVGQCLSRGTPWLRVHLDGPALSSQQRRTLQGALVLSDRAPFKVPSPFAELVLPPTIAQP. The pKi is 2.8.